Task: Predict the product of the given reaction.. Dataset: Forward reaction prediction with 1.9M reactions from USPTO patents (1976-2016) (1) Given the reactants [CH2:1]([NH2:8])[C:2]1[CH:7]=[CH:6][CH:5]=[CH:4][CH:3]=1.[C@@H:9]12[C:15](=O)[O:14][C:12](=[O:13])[C@@H:10]1[CH2:11]2, predict the reaction product. The product is: [CH2:1]([N:8]1[C:12](=[O:13])[CH:10]2[CH:9]([CH2:11]2)[C:15]1=[O:14])[C:2]1[CH:7]=[CH:6][CH:5]=[CH:4][CH:3]=1. (2) Given the reactants [C:1]([C:9]1[CH:10]=[N:11][C:12]2[C:17]([C:18]=1[C:19]1[CH:20]=[C:21]([CH:24]=[CH:25][CH:26]=1)[CH:22]=O)=[CH:16][CH:15]=[CH:14][C:13]=2[C:27]([F:30])([F:29])[F:28])(=[O:8])[C:2]1[CH:7]=[CH:6][CH:5]=[CH:4][CH:3]=1.[NH:31]1[CH2:36][CH2:35][CH:34]([CH2:37][NH2:38])[CH2:33][CH2:32]1, predict the reaction product. The product is: [C:2]1([C:1]([C:9]2[CH:10]=[N:11][C:12]3[C:17]([C:18]=2[C:19]2[CH:26]=[CH:25][CH:24]=[C:21]([CH2:22][NH:38][CH2:37][CH:34]4[CH2:35][CH2:36][NH:31][CH2:32][CH2:33]4)[CH:20]=2)=[CH:16][CH:15]=[CH:14][C:13]=3[C:27]([F:30])([F:28])[F:29])=[O:8])[CH:3]=[CH:4][CH:5]=[CH:6][CH:7]=1. (3) Given the reactants [CH2:1]([C:4]1[N:5]([NH2:17])[C:6]2[C:15]3[CH:14]=[CH:13][CH:12]=[CH:11][C:10]=3[N:9]=[CH:8][C:7]=2[N:16]=1)[CH2:2][CH3:3].CO[C:20](OC)([CH3:22])[CH3:21], predict the reaction product. The product is: [C:20](=[N:17][N:5]1[C:6]2[C:15]3[CH:14]=[CH:13][CH:12]=[CH:11][C:10]=3[N:9]=[CH:8][C:7]=2[N:16]=[C:4]1[CH2:1][CH2:2][CH3:3])([CH3:22])[CH3:21]. (4) Given the reactants Br[CH:2]1[CH2:8][CH2:7][CH2:6][C:5]2[CH:9]=[C:10]([N:13]3[CH2:17][C@H:16]([CH2:18][NH:19][C:20](=[O:22])[CH3:21])[O:15][C:14]3=[O:23])[CH:11]=[CH:12][C:4]=2[C:3]1=O.[O:25]1[CH2:30][CH2:29][N:28]([CH2:31][CH2:32][NH:33][C:34](=S)[NH:35][NH2:36])[CH2:27][CH2:26]1, predict the reaction product. The product is: [N:28]1([CH2:31][CH2:32][NH:33][C:34]2[C:2]3[CH2:8][CH2:7][CH2:6][C:5]4[CH:9]=[C:10]([N:13]5[CH2:17][C@H:16]([CH2:18][NH:19][C:20](=[O:22])[CH3:21])[O:15][C:14]5=[O:23])[CH:11]=[CH:12][C:4]=4[C:3]=3[NH:36][N:35]=2)[CH2:27][CH2:26][O:25][CH2:30][CH2:29]1.